This data is from Full USPTO retrosynthesis dataset with 1.9M reactions from patents (1976-2016). The task is: Predict the reactants needed to synthesize the given product. The reactants are: [F:1][C:2]1[CH:7]=[CH:6][C:5](B(O)O)=[CH:4][C:3]=1[C:11]1[CH:16]=[CH:15][N:14]=[CH:13][N:12]=1.Br[C:18]1[N:22]2[N:23]=[CH:24][C:25]([C:27]([OH:30])([CH3:29])[CH3:28])=[N:26][C:21]2=[N:20][CH:19]=1. Given the product [F:1][C:2]1[CH:7]=[CH:6][C:5]([C:18]2[N:22]3[N:23]=[CH:24][C:25]([C:27]([OH:30])([CH3:28])[CH3:29])=[N:26][C:21]3=[N:20][CH:19]=2)=[CH:4][C:3]=1[C:11]1[CH:16]=[CH:15][N:14]=[CH:13][N:12]=1, predict the reactants needed to synthesize it.